The task is: Regression. Given a peptide amino acid sequence and an MHC pseudo amino acid sequence, predict their binding affinity value. This is MHC class II binding data.. This data is from Peptide-MHC class II binding affinity with 134,281 pairs from IEDB. The peptide sequence is AAHAAVAGMTLTDDA. The MHC is DRB1_1101 with pseudo-sequence DRB1_1101. The binding affinity (normalized) is 0.